From a dataset of Forward reaction prediction with 1.9M reactions from USPTO patents (1976-2016). Predict the product of the given reaction. (1) The product is: [CH3:22][C:7]1[C:6]([C:4]([OH:5])=[O:3])=[C:10]2[CH:11]=[C:12]([CH3:21])[CH:13]=[C:14]([O:15][CH2:16][CH2:17][CH:18]([CH3:20])[CH3:19])[N:9]2[N:8]=1. Given the reactants C([O:3][C:4]([C:6]1[C:7]([CH3:22])=[N:8][N:9]2[C:14]([O:15][CH2:16][CH2:17][CH:18]([CH3:20])[CH3:19])=[CH:13][C:12]([CH3:21])=[CH:11][C:10]=12)=[O:5])C.[OH-].[Na+], predict the reaction product. (2) Given the reactants [CH2:1]([N:8]1[CH:16]=[C:15]2[C:10]([CH:11]=[C:12]([C:17]3[CH:18]=[CH:19][N:20]4[C:25]=3[C:24]([NH2:26])=[N:23][CH:22]=[N:21]4)[CH:13]=[CH:14]2)=[N:9]1)[C:2]1[CH:7]=[CH:6][CH:5]=[CH:4][CH:3]=1.[Br:27]N1C(C)(C)C(=O)N(Br)C1=O.[O-]S([O-])=O.[Na+].[Na+], predict the reaction product. The product is: [CH2:1]([N:8]1[CH:16]=[C:15]2[C:10]([CH:11]=[C:12]([C:17]3[CH:18]=[C:19]([Br:27])[N:20]4[C:25]=3[C:24]([NH2:26])=[N:23][CH:22]=[N:21]4)[CH:13]=[CH:14]2)=[N:9]1)[C:2]1[CH:7]=[CH:6][CH:5]=[CH:4][CH:3]=1. (3) Given the reactants [CH:1]([C:4]1[CH:9]=[CH:8][C:7]([C:10]2[C:19]3[C:14](=[CH:15][CH:16]=[C:17]([O:20][CH2:21][C:22]#[CH:23])[CH:18]=3)[N:13]=[C:12]([C:24](O)=O)[N:11]=2)=[CH:6][CH:5]=1)([CH3:3])[CH3:2].C(Cl)(=O)C(Cl)=O.CN(C=O)C.[NH2:38][C:39]1[C:40]([N+:48]([O-])=O)=[C:41]([C:45](=[O:47])[CH3:46])[CH:42]=[CH:43][CH:44]=1.C([O-])(O)=O.[Na+].Cl.[Cl-].[NH4+], predict the reaction product. The product is: [CH:1]([C:4]1[CH:9]=[CH:8][C:7]([C:10]2[C:19]3[C:14](=[CH:15][CH:16]=[C:17]([O:20][CH2:21][C:22]#[CH:23])[CH:18]=3)[N:13]=[C:12]([C:24]3[NH:48][C:40]4[C:41]([C:45](=[O:47])[CH3:46])=[CH:42][CH:43]=[CH:44][C:39]=4[N:38]=3)[N:11]=2)=[CH:6][CH:5]=1)([CH3:3])[CH3:2]. (4) Given the reactants CC(C)[C@@H](N1CC2C(=CC=C(C3C=CC(NC(NC4C=CC=C(C(F)(F)F)C=4)=O)=CC=3)C=2)C1=O)C(O)=O.[O:38]=[C:39]1[C:47]2[C:42](=[CH:43][C:44]([C:48]3[CH:53]=[CH:52][C:51]([NH:54][C:55]([NH:57][C:58]4[CH:63]=[CH:62][CH:61]=[C:60]([C:64]([F:67])([F:66])[F:65])[CH:59]=4)=[O:56])=[CH:50][CH:49]=3)=[CH:45][CH:46]=2)[CH2:41][N:40]1[C:68]1([C:73]([O:75]C)=[O:74])[CH2:72][CH2:71][CH2:70][CH2:69]1, predict the reaction product. The product is: [O:38]=[C:39]1[C:47]2[C:42](=[CH:43][C:44]([C:48]3[CH:49]=[CH:50][C:51]([NH:54][C:55]([NH:57][C:58]4[CH:63]=[CH:62][CH:61]=[C:60]([C:64]([F:66])([F:65])[F:67])[CH:59]=4)=[O:56])=[CH:52][CH:53]=3)=[CH:45][CH:46]=2)[CH2:41][N:40]1[C:68]1([C:73]([OH:75])=[O:74])[CH2:72][CH2:71][CH2:70][CH2:69]1.